Dataset: Full USPTO retrosynthesis dataset with 1.9M reactions from patents (1976-2016). Task: Predict the reactants needed to synthesize the given product. (1) Given the product [F:23][C:22]([F:24])([F:25])[C:21]([NH:20][CH2:19][CH2:18][CH2:17][C:13]1[CH:14]=[CH:15][CH:16]=[C:11]([C:4]#[C:3][C:2]([OH:9])([CH3:1])[C:5]([CH3:8])([CH3:7])[CH3:6])[CH:12]=1)=[O:26], predict the reactants needed to synthesize it. The reactants are: [CH3:1][C:2]([OH:9])([C:5]([CH3:8])([CH3:7])[CH3:6])[C:3]#[CH:4].Br[C:11]1[CH:12]=[C:13]([CH2:17][CH2:18][CH2:19][NH:20][C:21](=[O:26])[C:22]([F:25])([F:24])[F:23])[CH:14]=[CH:15][CH:16]=1.CN(C=O)C. (2) Given the product [O:13]=[C:11]1[C:6]2[C:7](=[CH:14][CH:15]=[C:4]([C:1]([OH:3])=[O:2])[CH:5]=2)[O:8][CH2:9][CH2:10]1, predict the reactants needed to synthesize it. The reactants are: [C:1]([C:4]1[CH:15]=[CH:14][C:7]([O:8][CH2:9][CH2:10][C:11]([OH:13])=O)=[CH:6][CH:5]=1)([OH:3])=[O:2]. (3) Given the product [N:27]1[CH:28]=[CH:29][CH:30]=[C:25]([CH2:24][NH:23][C:21]([C:19]2[CH:18]=[CH:17][C:16]3[N:12]([C:9]4[CH:10]=[CH:11][C:6]([O:5][CH2:4][CH2:3][CH2:2][O:37][C:32]5[CH:33]=[CH:34][CH:35]=[CH:36][N:31]=5)=[CH:7][CH:8]=4)[CH:13]=[N:14][C:15]=3[CH:20]=2)=[O:22])[CH:26]=1, predict the reactants needed to synthesize it. The reactants are: Cl[CH2:2][CH2:3][CH2:4][O:5][C:6]1[CH:11]=[CH:10][C:9]([N:12]2[C:16]3[CH:17]=[CH:18][C:19]([C:21]([NH:23][CH2:24][C:25]4[CH:26]=[N:27][CH:28]=[CH:29][CH:30]=4)=[O:22])=[CH:20][C:15]=3[N:14]=[CH:13]2)=[CH:8][CH:7]=1.[N:31]1[CH:36]=[CH:35][CH:34]=[CH:33][C:32]=1[OH:37].C(=O)([O-])[O-].[Cs+].[Cs+].[I-].[Na+]. (4) Given the product [CH2:1]([O:3][C:4]([C:6]1([C:9]2[CH:10]=[CH:11][C:12]([C:15]3[CH:20]=[CH:19][C:18]([C:21]4[O:25][N:24]=[C:23]([CH3:26])[C:22]=4[CH2:27][NH:28][C:31](=[O:32])[C:30]([CH3:29])([C:35]4[CH:40]=[CH:39][CH:38]=[CH:37][CH:36]=4)[CH3:34])=[CH:17][CH:16]=3)=[CH:13][CH:14]=2)[CH2:8][CH2:7]1)=[O:5])[CH3:2], predict the reactants needed to synthesize it. The reactants are: [CH2:1]([O:3][C:4]([C:6]1([C:9]2[CH:14]=[CH:13][C:12]([C:15]3[CH:20]=[CH:19][C:18]([C:21]4[O:25][N:24]=[C:23]([CH3:26])[C:22]=4[CH2:27][NH2:28])=[CH:17][CH:16]=3)=[CH:11][CH:10]=2)[CH2:8][CH2:7]1)=[O:5])[CH3:2].[CH3:29][C:30]([C:35]1[CH:40]=[CH:39][CH:38]=[CH:37][CH:36]=1)([CH3:34])[C:31](O)=[O:32].C(N=C=NCCCN(C)C)C.ON1C2C=CC=CC=2N=N1.C(N(CC)CC)C.